This data is from NCI-60 drug combinations with 297,098 pairs across 59 cell lines. The task is: Regression. Given two drug SMILES strings and cell line genomic features, predict the synergy score measuring deviation from expected non-interaction effect. (1) Drug 1: C1=CC(=CC=C1CCC2=CNC3=C2C(=O)NC(=N3)N)C(=O)NC(CCC(=O)O)C(=O)O. Drug 2: CC1C(C(CC(O1)OC2CC(CC3=C2C(=C4C(=C3O)C(=O)C5=C(C4=O)C(=CC=C5)OC)O)(C(=O)C)O)N)O.Cl. Cell line: HS 578T. Synergy scores: CSS=33.9, Synergy_ZIP=-2.22, Synergy_Bliss=5.46, Synergy_Loewe=6.95, Synergy_HSA=7.09. (2) Drug 1: CS(=O)(=O)C1=CC(=C(C=C1)C(=O)NC2=CC(=C(C=C2)Cl)C3=CC=CC=N3)Cl. Drug 2: C#CCC(CC1=CN=C2C(=N1)C(=NC(=N2)N)N)C3=CC=C(C=C3)C(=O)NC(CCC(=O)O)C(=O)O. Cell line: SF-295. Synergy scores: CSS=5.58, Synergy_ZIP=-2.18, Synergy_Bliss=0.197, Synergy_Loewe=1.08, Synergy_HSA=1.10. (3) Cell line: UO-31. Synergy scores: CSS=9.30, Synergy_ZIP=-3.22, Synergy_Bliss=-0.437, Synergy_Loewe=-5.09, Synergy_HSA=-1.62. Drug 1: C1CN1P(=S)(N2CC2)N3CC3. Drug 2: C1CC(=O)NC(=O)C1N2C(=O)C3=CC=CC=C3C2=O. (4) Drug 1: CCCS(=O)(=O)NC1=C(C(=C(C=C1)F)C(=O)C2=CNC3=C2C=C(C=N3)C4=CC=C(C=C4)Cl)F. Drug 2: C1CN(P(=O)(OC1)NCCCl)CCCl. Cell line: RPMI-8226. Synergy scores: CSS=-0.805, Synergy_ZIP=3.40, Synergy_Bliss=5.10, Synergy_Loewe=-1.73, Synergy_HSA=-0.000913.